This data is from Forward reaction prediction with 1.9M reactions from USPTO patents (1976-2016). The task is: Predict the product of the given reaction. (1) Given the reactants [F:1][C:2]([F:36])([F:35])[C:3]1[CH:4]=[C:5]([CH:28]=[C:29]([C:31]([F:34])([F:33])[F:32])[CH:30]=1)[C:6]([N:8]1[CH2:13][CH2:12][N:11]([CH2:14]/[CH:15]=[CH:16]/[CH2:17][Cl:18])[CH2:10][C@H:9]1[CH2:19][C:20]1[CH:25]=[CH:24][C:23]([CH3:26])=[C:22]([CH3:27])[CH:21]=1)=[O:7].[ClH:37].[CH3:38][C:39]1([CH3:45])[CH2:44][O:43][CH2:42][CH2:41][NH:40]1.C(=O)([O-])[O-].[K+].[K+], predict the reaction product. The product is: [ClH:18].[ClH:37].[F:1][C:2]([F:36])([F:35])[C:3]1[CH:4]=[C:5]([CH:28]=[C:29]([C:31]([F:34])([F:33])[F:32])[CH:30]=1)[C:6]([N:8]1[CH2:13][CH2:12][N:11]([CH2:14]/[CH:15]=[CH:16]/[CH2:17][N:40]2[CH2:41][CH2:42][O:43][CH2:44][C:39]2([CH3:45])[CH3:38])[CH2:10][C@H:9]1[CH2:19][C:20]1[CH:25]=[CH:24][C:23]([CH3:26])=[C:22]([CH3:27])[CH:21]=1)=[O:7]. (2) Given the reactants [Br:1][C:2]1[CH:7]=[CH:6][C:5]([C:8]2[O:12][N:11]=[C:10]([CH3:13])[C:9]=2C(O)=O)=[CH:4][CH:3]=1.C1(P([N:31]=[N+]=[N-])(C2C=CC=CC=2)=O)C=CC=CC=1.C(N(CC)CC)C.O, predict the reaction product. The product is: [Br:1][C:2]1[CH:7]=[CH:6][C:5]([C:8]2[O:12][N:11]=[C:10]([CH3:13])[C:9]=2[NH2:31])=[CH:4][CH:3]=1.